The task is: Predict which catalyst facilitates the given reaction.. This data is from Catalyst prediction with 721,799 reactions and 888 catalyst types from USPTO. (1) Reactant: [CH3:1][C:2]1[CH:3]=[CH:4][C:5]([N+:20]([O-])=O)=[C:6]([CH:19]=1)[CH2:7][N:8]1[CH:12]=[C:11]([S:13][CH3:14])[CH:10]=[C:9]1[C:15](OC)=O.C(O)(=O)C.Cl.Cl.[CH3:29][C:30]([CH3:42])([CH2:35][N:36]1[CH2:41][CH2:40][NH:39][CH2:38][CH2:37]1)[C:31]([O:33][CH3:34])=[O:32]. Product: [CH3:29][C:30]([CH3:42])([CH2:35][N:36]1[CH2:41][CH2:40][N:39]([C:15]2[C:9]3=[CH:10][C:11]([S:13][CH3:14])=[CH:12][N:8]3[CH2:7][C:6]3[CH:19]=[C:2]([CH3:1])[CH:3]=[CH:4][C:5]=3[N:20]=2)[CH2:38][CH2:37]1)[C:31]([O:33][CH3:34])=[O:32]. The catalyst class is: 693. (2) Reactant: Cl[C:2]1[C:3]2[S:10][CH:9]=[C:8]([C:11]([NH:13][C:14]3[C:19]([Cl:20])=[CH:18][CH:17]=[C:16]([NH:21][S:22]([CH2:25][CH2:26][CH3:27])(=[O:24])=[O:23])[C:15]=3[Cl:28])=[O:12])[C:4]=2[N:5]=[CH:6][N:7]=1. Product: [Cl:28][C:15]1[C:16]([NH:21][S:22]([CH2:25][CH2:26][CH3:27])(=[O:23])=[O:24])=[CH:17][CH:18]=[C:19]([Cl:20])[C:14]=1[NH:13][C:11]([C:8]1[C:4]2[N:5]=[CH:6][N:7]=[CH:2][C:3]=2[S:10][CH:9]=1)=[O:12]. The catalyst class is: 183.